From a dataset of Full USPTO retrosynthesis dataset with 1.9M reactions from patents (1976-2016). Predict the reactants needed to synthesize the given product. (1) Given the product [CH3:28][CH2:27][N:29]([C:15]([C:3]1[C:4](=[O:14])[N:5]([CH3:13])[C:6]2[CH:7]=[CH:8][CH:9]=[C:10]([Cl:12])[C:11]=2[C:2]=1[OH:1])=[O:17])[C:30]1[CH:31]=[CH:32][CH:33]=[CH:34][CH:35]=1, predict the reactants needed to synthesize it. The reactants are: [OH:1][C:2]1[C:11]2[C:6](=[CH:7][CH:8]=[CH:9][C:10]=2[Cl:12])[N:5]([CH3:13])[C:4](=[O:14])[C:3]=1[C:15]([OH:17])=O.C(N(C(C)C)CC)(C)C.[CH2:27]([NH:29][C:30]1[CH:35]=[CH:34][CH:33]=[CH:32][CH:31]=1)[CH3:28].S(Cl)(Cl)=O. (2) Given the product [CH3:74][CH:38]([CH3:37])[C@H:39]([N:44]1[CH2:52][C:51]2[C:46](=[CH:47][C:48]([C:53]3[CH:58]=[N:57][C:56]([NH:59][C:60](=[O:72])[C:61]4[CH:62]=[CH:63][C:64]([CH2:67][CH2:68][CH2:69][CH2:70][CH3:71])=[CH:65][CH:66]=4)=[CH:55][N:54]=3)=[CH:49][CH:50]=2)[C:45]1=[O:73])[C:40]([OH:42])=[O:41], predict the reactants needed to synthesize it. The reactants are: C(C1C=CC(C(NC2C=CC(C3C=C4C(CN([C@@H](C(C)C)C(O)=O)C4=O)=CC=3)=NC=2)=O)=CC=1)(C)(C)C.[CH3:37][CH:38]([CH3:74])[C@H:39]([N:44]1[CH2:52][C:51]2[C:46](=[CH:47][C:48]([C:53]3[CH:58]=[N:57][C:56]([NH:59][C:60](=[O:72])[C:61]4[CH:66]=[CH:65][C:64]([CH2:67][CH2:68][CH2:69][CH2:70][CH3:71])=[CH:63][CH:62]=4)=[CH:55][N:54]=3)=[CH:49][CH:50]=2)[C:45]1=[O:73])[C:40]([O:42]C)=[O:41]. (3) The reactants are: [OH:1][C:2]1[CH:3]=[CH:4][C:5]2[N:6]([N:8]=[CH:9][C:10]=2[C:11]([O:13][CH3:14])=[O:12])[CH:7]=1.Cl[CH2:16][C:17]1[S:18][C:19]([CH:22]2[CH2:24][CH2:23]2)=[N:20][N:21]=1.C([O-])([O-])=O.[K+].[K+].CC#N. Given the product [CH:22]1([C:19]2[S:18][C:17]([CH2:16][O:1][C:2]3[CH:3]=[CH:4][C:5]4[N:6]([N:8]=[CH:9][C:10]=4[C:11]([O:13][CH3:14])=[O:12])[CH:7]=3)=[N:21][N:20]=2)[CH2:24][CH2:23]1, predict the reactants needed to synthesize it. (4) Given the product [NH2:8][CH2:9][C@H:10]([NH:15][C:16]([C:18]1[C:19]([C:29]([F:32])([F:31])[F:30])=[N:20][N:21]([C:23]2[CH:28]=[CH:27][CH:26]=[CH:25][CH:24]=2)[CH:22]=1)=[O:17])[C:11]([O:13][CH3:14])=[O:12], predict the reactants needed to synthesize it. The reactants are: C(OC([NH:8][CH2:9][C@H:10]([NH:15][C:16]([C:18]1[C:19]([C:29]([F:32])([F:31])[F:30])=[N:20][N:21]([C:23]2[CH:28]=[CH:27][CH:26]=[CH:25][CH:24]=2)[CH:22]=1)=[O:17])[C:11]([O:13][CH3:14])=[O:12])=O)(C)(C)C.